Task: Regression/Classification. Given a drug SMILES string, predict its toxicity properties. Task type varies by dataset: regression for continuous values (e.g., LD50, hERG inhibition percentage) or binary classification for toxic/non-toxic outcomes (e.g., AMES mutagenicity, cardiotoxicity, hepatotoxicity). Dataset: herg_karim.. Dataset: hERG potassium channel inhibition data for cardiac toxicity prediction from Karim et al. (1) The compound is CCNc1nc2c(c(C(N)=O)n1)CN(C(=O)CCc1ccc(OC(F)(F)F)cc1)CC2. The result is 1 (blocker). (2) The compound is C[C@@]12CC(c3ccccc3)C[C@@H](C1)N(CCN1CCN(c3cccc(Cl)c3)C1=O)C2. The result is 1 (blocker). (3) The compound is Cc1noc2cc3c(cc12)CCN(CCCSc1nnc(-c2ccc(C(F)(F)F)cc2)n1C)CC3. The result is 1 (blocker). (4) The molecule is O=C(Nc1cccc(-c2nc3ccccc3[nH]2)c1)c1cc(Cl)cc(Cl)c1. The result is 0 (non-blocker). (5) The molecule is COc1cccc(C(O)C2CCN(CCc3ccc(F)cc3)CC2)c1OC. The result is 1 (blocker). (6) The molecule is CC(=O)O[C@@H](C(=O)N1N=CC[C@H]1C(=O)NCc1cc(Cl)ccc1-n1cnnn1)c1ccc(F)cc1. The result is 0 (non-blocker).